This data is from NCI-60 drug combinations with 297,098 pairs across 59 cell lines. The task is: Regression. Given two drug SMILES strings and cell line genomic features, predict the synergy score measuring deviation from expected non-interaction effect. (1) Drug 1: C1CNP(=O)(OC1)N(CCCl)CCCl. Drug 2: CC(C)CN1C=NC2=C1C3=CC=CC=C3N=C2N. Cell line: 786-0. Synergy scores: CSS=-3.45, Synergy_ZIP=0.898, Synergy_Bliss=-2.40, Synergy_Loewe=-4.92, Synergy_HSA=-4.71. (2) Drug 1: CC=C1C(=O)NC(C(=O)OC2CC(=O)NC(C(=O)NC(CSSCCC=C2)C(=O)N1)C(C)C)C(C)C. Drug 2: CN1C2=C(C=C(C=C2)N(CCCl)CCCl)N=C1CCCC(=O)O.Cl. Cell line: HOP-62. Synergy scores: CSS=20.5, Synergy_ZIP=4.46, Synergy_Bliss=3.26, Synergy_Loewe=-42.2, Synergy_HSA=-0.294. (3) Drug 1: CC(C1=C(C=CC(=C1Cl)F)Cl)OC2=C(N=CC(=C2)C3=CN(N=C3)C4CCNCC4)N. Drug 2: CCC1=CC2CC(C3=C(CN(C2)C1)C4=CC=CC=C4N3)(C5=C(C=C6C(=C5)C78CCN9C7C(C=CC9)(C(C(C8N6C)(C(=O)OC)O)OC(=O)C)CC)OC)C(=O)OC.C(C(C(=O)O)O)(C(=O)O)O. Synergy scores: CSS=64.3, Synergy_ZIP=3.51, Synergy_Bliss=6.15, Synergy_Loewe=3.11, Synergy_HSA=6.55. Cell line: SW-620.